This data is from Forward reaction prediction with 1.9M reactions from USPTO patents (1976-2016). The task is: Predict the product of the given reaction. Given the reactants [Cl:1][C:2]1[C:3]2[C:17]([C:18]#[C:19][CH2:20][N:21]([CH:25]([CH3:27])[CH3:26])[CH:22]([CH3:24])[CH3:23])=[CH:16][N:15]([CH2:28][C:29]3[C:34]([CH3:35])=[C:33]([O:36][CH3:37])[C:32]([CH3:38])=[CH:31][N:30]=3)[C:4]=2[N:5]=[C:6]([NH:8]C(=O)C(C)(C)C)[N:7]=1, predict the reaction product. The product is: [Cl:1][C:2]1[C:3]2[C:17]([C:18]#[C:19][CH2:20][N:21]([CH:22]([CH3:24])[CH3:23])[CH:25]([CH3:27])[CH3:26])=[CH:16][N:15]([CH2:28][C:29]3[C:34]([CH3:35])=[C:33]([O:36][CH3:37])[C:32]([CH3:38])=[CH:31][N:30]=3)[C:4]=2[N:5]=[C:6]([NH2:8])[N:7]=1.